Dataset: Catalyst prediction with 721,799 reactions and 888 catalyst types from USPTO. Task: Predict which catalyst facilitates the given reaction. (1) Reactant: [H-].[Na+].C(OP([CH2:11][C:12]([NH:14][CH:15]([C:19]1[CH:48]=[CH:47][C:22]([O:23][CH2:24][CH2:25][O:26][CH2:27][CH2:28][O:29][CH2:30][CH2:31][N:32]([C:40]([O:42][C:43]([CH3:46])([CH3:45])[CH3:44])=[O:41])[C:33]([O:35][C:36]([CH3:39])([CH3:38])[CH3:37])=[O:34])=[CH:21][CH:20]=1)[CH2:16][CH2:17][CH3:18])=[O:13])(OCC)=O)C.[Br:49][C:50]1[N:55]=[C:54]([CH:56]=O)[CH:53]=[CH:52][CH:51]=1. Product: [Br:49][C:50]1[N:55]=[C:54](/[CH:56]=[CH:11]/[C:12]([NH:14][CH:15]([C:19]2[CH:20]=[CH:21][C:22]([O:23][CH2:24][CH2:25][O:26][CH2:27][CH2:28][O:29][CH2:30][CH2:31][N:32]([C:40]([O:42][C:43]([CH3:44])([CH3:46])[CH3:45])=[O:41])[C:33]([O:35][C:36]([CH3:37])([CH3:39])[CH3:38])=[O:34])=[CH:47][CH:48]=2)[CH2:16][CH2:17][CH3:18])=[O:13])[CH:53]=[CH:52][CH:51]=1. The catalyst class is: 7. (2) Reactant: [CH3:1][C@@:2]12[C:18](=[O:19])[CH2:17][CH2:16][C@H:15]1[C@H:14]1[C@@H:5]([C:6]3[CH:7]=[CH:8][C:9]([OH:20])=[CH:10][C:11]=3[CH2:12][CH2:13]1)[CH2:4][CH2:3]2.[Na+].[I-].C([O-])([O-])=O.[Cs+].[Cs+].Br[CH2:30][CH2:31][O:32][CH3:33]. Product: [CH3:33][O:32][CH2:31][CH2:30][O:20][C:9]1[CH:8]=[CH:7][C:6]2[C@@H:5]3[C@H:14]([C@H:15]4[C@@:2]([CH2:3][CH2:4]3)([CH3:1])[C:18](=[O:19])[CH2:17][CH2:16]4)[CH2:13][CH2:12][C:11]=2[CH:10]=1. The catalyst class is: 23. (3) Reactant: [Cl:1][C:2]1[CH:7]=[CH:6][C:5]([N+:8]([O-])=O)=[CH:4][C:3]=1[NH:11][C:12](=[O:20])[CH2:13][N:14]1[CH2:19][CH2:18][O:17][CH2:16][CH2:15]1.O.O.[Sn](Cl)Cl.C(O)C. Product: [NH2:8][C:5]1[CH:6]=[CH:7][C:2]([Cl:1])=[C:3]([NH:11][C:12](=[O:20])[CH2:13][N:14]2[CH2:15][CH2:16][O:17][CH2:18][CH2:19]2)[CH:4]=1. The catalyst class is: 5. (4) Reactant: [F:1][C:2]1[CH:7]=[CH:6][C:5]([F:8])=[CH:4][C:3]=1[CH2:9][C:10]([N:12]1[C:20]2[C:15](=[CH:16][C:17]([C:21]3[C:29]4[C:28]([NH2:30])=[N:27][CH:26]=[N:25][C:24]=4[N:23]([CH:31]4[CH2:36][CH2:35][NH:34][CH2:33][CH2:32]4)[CH:22]=3)=[CH:18][CH:19]=2)[CH2:14][CH2:13]1)=[O:11].[C:37](=O)([O-])[O-].[Cs+].[Cs+].IC. Product: [F:1][C:2]1[CH:7]=[CH:6][C:5]([F:8])=[CH:4][C:3]=1[CH2:9][C:10]([N:12]1[C:20]2[C:15](=[CH:16][C:17]([C:21]3[C:29]4[C:28]([NH2:30])=[N:27][CH:26]=[N:25][C:24]=4[N:23]([CH:31]4[CH2:32][CH2:33][N:34]([CH3:37])[CH2:35][CH2:36]4)[CH:22]=3)=[CH:18][CH:19]=2)[CH2:14][CH2:13]1)=[O:11]. The catalyst class is: 9. (5) Reactant: [CH2:1]([O:5][CH2:6][CH2:7][O:8][C:9]1[CH:14]=[CH:13][C:12]([C:15]2[CH:16]=[CH:17][C:18]3[N:25]([CH2:26][CH2:27][CH3:28])[CH2:24][CH2:23][CH2:22][C:21]([C:29]([NH:31][C:32]4[CH:37]=[CH:36][C:35]([S:38][CH2:39][C:40]5[N:41]([CH2:45][CH2:46][CH3:47])[CH:42]=[CH:43][N:44]=5)=[CH:34][CH:33]=4)=[O:30])=[CH:20][C:19]=3[CH:48]=2)=[CH:11][CH:10]=1)[CH2:2][CH2:3][CH3:4].ClC1C=CC=C(C(OO)=[O:57])C=1. Product: [CH2:1]([O:5][CH2:6][CH2:7][O:8][C:9]1[CH:14]=[CH:13][C:12]([C:15]2[CH:16]=[CH:17][C:18]3[N:25]([CH2:26][CH2:27][CH3:28])[CH2:24][CH2:23][CH2:22][C:21]([C:29]([NH:31][C:32]4[CH:33]=[CH:34][C:35]([S:38]([CH2:39][C:40]5[N:41]([CH2:45][CH2:46][CH3:47])[CH:42]=[CH:43][N:44]=5)=[O:57])=[CH:36][CH:37]=4)=[O:30])=[CH:20][C:19]=3[CH:48]=2)=[CH:11][CH:10]=1)[CH2:2][CH2:3][CH3:4]. The catalyst class is: 4.